From a dataset of NCI-60 drug combinations with 297,098 pairs across 59 cell lines. Regression. Given two drug SMILES strings and cell line genomic features, predict the synergy score measuring deviation from expected non-interaction effect. (1) Drug 1: C1=CC(=CC=C1CCCC(=O)O)N(CCCl)CCCl. Drug 2: C1C(C(OC1N2C=NC3=C2NC=NCC3O)CO)O. Cell line: IGROV1. Synergy scores: CSS=28.8, Synergy_ZIP=-3.18, Synergy_Bliss=-2.30, Synergy_Loewe=-7.02, Synergy_HSA=-3.20. (2) Drug 1: C(=O)(N)NO. Drug 2: C1CN(CCN1C(=O)CCBr)C(=O)CCBr. Cell line: BT-549. Synergy scores: CSS=24.1, Synergy_ZIP=-3.66, Synergy_Bliss=0.0179, Synergy_Loewe=2.58, Synergy_HSA=3.27. (3) Drug 1: CC1=C(C=C(C=C1)C(=O)NC2=CC(=CC(=C2)C(F)(F)F)N3C=C(N=C3)C)NC4=NC=CC(=N4)C5=CN=CC=C5. Drug 2: C1CN(P(=O)(OC1)NCCCl)CCCl. Cell line: HOP-62. Synergy scores: CSS=9.89, Synergy_ZIP=0.989, Synergy_Bliss=0.621, Synergy_Loewe=5.02, Synergy_HSA=1.97. (4) Drug 1: CC1=C2C(C(=O)C3(C(CC4C(C3C(C(C2(C)C)(CC1OC(=O)C(C(C5=CC=CC=C5)NC(=O)OC(C)(C)C)O)O)OC(=O)C6=CC=CC=C6)(CO4)OC(=O)C)OC)C)OC. Drug 2: CC1C(C(CC(O1)OC2CC(CC3=C2C(=C4C(=C3O)C(=O)C5=C(C4=O)C(=CC=C5)OC)O)(C(=O)C)O)N)O.Cl. Cell line: ACHN. Synergy scores: CSS=47.8, Synergy_ZIP=0.333, Synergy_Bliss=-0.582, Synergy_Loewe=1.88, Synergy_HSA=4.27. (5) Drug 1: CNC(=O)C1=CC=CC=C1SC2=CC3=C(C=C2)C(=NN3)C=CC4=CC=CC=N4. Drug 2: CC1CCCC2(C(O2)CC(NC(=O)CC(C(C(=O)C(C1O)C)(C)C)O)C(=CC3=CSC(=N3)C)C)C. Cell line: SF-295. Synergy scores: CSS=16.2, Synergy_ZIP=-2.17, Synergy_Bliss=0.944, Synergy_Loewe=4.03, Synergy_HSA=3.00.